This data is from Forward reaction prediction with 1.9M reactions from USPTO patents (1976-2016). The task is: Predict the product of the given reaction. (1) Given the reactants [Br:1][C:2]1[C:6](=[CH:7]Br)[O:5][C:4](=[O:9])[CH:3]=1.[O:10]1C=CCC1=O.[NH3:16], predict the reaction product. The product is: [Br:1][C:2]1[C:6]([OH:5])([CH2:7][OH:10])[NH:16][C:4](=[O:9])[CH:3]=1. (2) Given the reactants [CH2:1]([N:8]1[CH2:13][CH2:12][CH:11]([CH2:14][O:15][C:16]2[C:28]([CH:29]3[CH2:31][CH2:30]3)=[CH:27][C:19]([C:20](OC(C)(C)C)=[O:21])=[C:18]([F:32])[CH:17]=2)[CH2:10][CH2:9]1)[C:2]1[CH:7]=[CH:6][CH:5]=[CH:4][CH:3]=1.FC(F)(F)C(O)=O.C(N=C=NCCCN(C)C)C.[CH3:51][S:52]([NH2:55])(=[O:54])=[O:53], predict the reaction product. The product is: [CH2:1]([N:8]1[CH2:13][CH2:12][CH:11]([CH2:14][O:15][C:16]2[C:28]([CH:29]3[CH2:31][CH2:30]3)=[CH:27][C:19]([C:20]([NH:55][S:52]([CH3:51])(=[O:54])=[O:53])=[O:21])=[C:18]([F:32])[CH:17]=2)[CH2:10][CH2:9]1)[C:2]1[CH:7]=[CH:6][CH:5]=[CH:4][CH:3]=1. (3) Given the reactants C(OC(=O)[N:10]([CH2:17][C:18]1[CH:23]=[CH:22][C:21]([NH:24][C:25](=[O:46])[C:26]2[CH:31]=[CH:30][C:29]([CH2:32][N:33]([CH2:40][C:41]3[NH:42][CH:43]=[CH:44][N:45]=3)[CH2:34][C:35]3[NH:36][CH:37]=[CH:38][N:39]=3)=[CH:28][CH:27]=2)=[CH:20][CH:19]=1)[CH:11]1[CH2:16][CH2:15][CH2:14][CH2:13][CH2:12]1)C1C=CC=CC=1.[H][H], predict the reaction product. The product is: [NH:36]1[CH:37]=[CH:38][N:39]=[C:35]1[CH2:34][N:33]([CH2:32][C:29]1[CH:30]=[CH:31][C:26]([C:25]([NH:24][C:21]2[CH:22]=[CH:23][C:18]([CH2:17][NH:10][CH:11]3[CH2:12][CH2:13][CH2:14][CH2:15][CH2:16]3)=[CH:19][CH:20]=2)=[O:46])=[CH:27][CH:28]=1)[CH2:40][C:41]1[NH:45][CH:44]=[CH:43][N:42]=1.